Dataset: Forward reaction prediction with 1.9M reactions from USPTO patents (1976-2016). Task: Predict the product of the given reaction. (1) Given the reactants [C:1]1([P:7](=[O:20])([C:14]2[CH:19]=[CH:18][CH:17]=[CH:16][CH:15]=2)[C:8]2[CH:9]=[N:10][CH:11]=[CH:12][CH:13]=2)[CH:6]=[CH:5][CH:4]=[CH:3][CH:2]=1.C([N-]C(C)C)(C)C.[Li+].C1C[O:32]CC1, predict the reaction product. The product is: [OH:32][C:9]1[C:8]([P:7](=[O:20])([C:14]2[CH:19]=[CH:18][CH:17]=[CH:16][CH:15]=2)[C:1]2[CH:6]=[CH:5][CH:4]=[CH:3][CH:2]=2)=[CH:13][CH:12]=[CH:11][N:10]=1. (2) Given the reactants [CH3:1][O:2][C:3]1[C:4]2[N:5]([N:19]=[C:20]([C:22]3([C:25]([OH:27])=[O:26])[CH2:24][CH2:23]3)[N:21]=2)[C:6]([C:9]2[CH:10]=[C:11]3[C:15](=[CH:16][CH:17]=2)[C:14](=[O:18])[O:13][CH2:12]3)=[CH:7][CH:8]=1.[CH3:28][C@H:29](O)[CH2:30][CH3:31].CCN=C=NCCCN(C)C.Cl, predict the reaction product. The product is: [CH3:28][C@H:29]([O:26][C:25]([C:22]1([C:20]2[N:21]=[C:4]3[C:3]([O:2][CH3:1])=[CH:8][CH:7]=[C:6]([C:9]4[CH:10]=[C:11]5[C:15](=[CH:16][CH:17]=4)[C:14](=[O:18])[O:13][CH2:12]5)[N:5]3[N:19]=2)[CH2:23][CH2:24]1)=[O:27])[CH2:30][CH3:31]. (3) Given the reactants [I-].[CH3:2][S+](C)(C)=O.[OH-].[Na+].[Cl:9][C:10]1[CH:15]=[CH:14][CH:13]=[C:12]([Cl:16])[C:11]=1[CH:17]=[CH:18][C:19](=[O:21])[CH3:20], predict the reaction product. The product is: [Cl:9][C:10]1[CH:15]=[CH:14][CH:13]=[C:12]([Cl:16])[C:11]=1[C@@H:17]1[CH2:2][C@H:18]1[C:19](=[O:21])[CH3:20]. (4) Given the reactants [Cl-].[NH4+].C[O:4][C:5]1[C:10]([N+:11]([O-:13])=[O:12])=[CH:9][C:8]([Br:14])=[CH:7][C:6]=1[C:15]([CH3:18])([CH3:17])[CH3:16], predict the reaction product. The product is: [Br:14][C:8]1[CH:9]=[C:10]([N+:11]([O-:13])=[O:12])[C:5]([OH:4])=[C:6]([C:15]([CH3:18])([CH3:17])[CH3:16])[CH:7]=1. (5) Given the reactants [CH2:1]=[CH:2][CH2:3][CH2:4][CH2:5][CH2:6][CH3:7].[CH2:8]=[O:9].[Cl-].C[Al+]C.CCCCCC.P([O-])(O)(O)=O.[Na+].Cl, predict the reaction product. The product is: [CH2:8]([OH:9])[CH2:1]/[CH:2]=[CH:3]/[CH2:4][CH2:5][CH2:6][CH3:7].